This data is from KCNQ2 potassium channel screen with 302,405 compounds. The task is: Binary Classification. Given a drug SMILES string, predict its activity (active/inactive) in a high-throughput screening assay against a specified biological target. The drug is O=C(NCC(OC(C)C(=O)Nc1ccc(N2CCOCC2)cc1)=O)C12CC3CC(C2)CC(C1)C3. The result is 0 (inactive).